Dataset: Reaction yield outcomes from USPTO patents with 853,638 reactions. Task: Predict the reaction yield, written as a fraction of the theoretical maximum amount of product (1.0 means a 100% yield; for example, 0.34 means a 34% yield). (1) The reactants are [CH3:1][C@@H:2]1[CH2:6][CH2:5][C:4](=C(C)C)[CH:3]1[C:10]([O:12][CH2:13][CH3:14])=[O:11].C(=O)=[O:16].C(O)(C)C. The catalyst is C(OCC)(=O)C. The product is [CH3:1][C@@H:2]1[CH2:6][CH2:5][C:4](=[O:16])[CH:3]1[C:10]([O:12][CH2:13][CH3:14])=[O:11]. The yield is 0.960. (2) The reactants are Br[C:2]1[CH:3]=[C:4]2[C:8](=[CH:9][CH:10]=1)[CH2:7][CH:6]([C:11]([O:13][CH2:14][CH3:15])=[O:12])[CH2:5]2.[B:16]1([B:16]2[O:20][C:19]([CH3:22])([CH3:21])[C:18]([CH3:24])([CH3:23])[O:17]2)[O:20][C:19]([CH3:22])([CH3:21])[C:18]([CH3:24])([CH3:23])[O:17]1.CC(O[K])=O. The catalyst is C1C=CC(P(C2C=CC=CC=2)[C-]2C=CC=C2)=CC=1.C1C=CC(P(C2C=CC=CC=2)[C-]2C=CC=C2)=CC=1.Cl[Pd]Cl.[Fe+2].CS(C)=O. The product is [CH3:23][C:18]1([CH3:24])[C:19]([CH3:22])([CH3:21])[O:20][B:16]([C:2]2[CH:3]=[C:4]3[C:8](=[CH:9][CH:10]=2)[CH2:7][CH:6]([C:11]([O:13][CH2:14][CH3:15])=[O:12])[CH2:5]3)[O:17]1. The yield is 0.570. (3) The reactants are C(OC([N:8]1[CH2:13][CH2:12][C:11]([CH2:20][N:21]=[N+:22]=[N-:23])([CH:14]2[CH2:19][CH2:18][CH2:17][CH2:16][CH2:15]2)[CH2:10][CH2:9]1)=O)(C)(C)C.FC(F)(F)C(O)=O. The catalyst is FC(F)(F)C(O)=O.C(Cl)Cl.O. The product is [N:21]([CH2:20][C:11]1([CH:14]2[CH2:15][CH2:16][CH2:17][CH2:18][CH2:19]2)[CH2:12][CH2:13][NH:8][CH2:9][CH2:10]1)=[N+:22]=[N-:23]. The yield is 1.00. (4) The reactants are [Br:1][C:2]1[N:7]=[C:6]2[N:8]([CH2:11][C:12]3[CH:23]=[CH:22][C:15]4[N:16]=[C:17](S(C)=O)[S:18][C:14]=4[CH:13]=3)[CH:9]=[N:10][C:5]2=[CH:4][CH:3]=1.[CH2:24]1[C:32]2[C:27](=[CH:28][CH:29]=[CH:30][CH:31]=2)[C@@H:26]([NH2:33])[C@@H:25]1[OH:34].CCN(C(C)C)C(C)C. The catalyst is CC(N(C)C)=O. The product is [Br:1][C:2]1[N:7]=[C:6]2[N:8]([CH2:11][C:12]3[CH:23]=[CH:22][C:15]4[N:16]=[C:17]([NH:33][C@@H:26]5[C:27]6[C:32](=[CH:31][CH:30]=[CH:29][CH:28]=6)[CH2:24][C@H:25]5[OH:34])[S:18][C:14]=4[CH:13]=3)[CH:9]=[N:10][C:5]2=[CH:4][CH:3]=1. The yield is 0.150. (5) The reactants are P([O:13][CH2:14][CH2:15][N:16]([CH2:20][CH2:21][CH2:22][O:23][C:24]1[CH:33]=[C:32]2[C:27]([C:28]([NH:34][C:35]3[CH:39]=[C:38]([CH2:40][C:41]([NH:43][C:44]4[CH:49]=[CH:48][CH:47]=[C:46]([F:50])[C:45]=4[F:51])=[O:42])[NH:37][N:36]=3)=[N:29][CH:30]=[N:31]2)=[CH:26][CH:25]=1)[CH:17]([CH3:19])[CH3:18])(OC(C)(C)C)(OC(C)(C)C)=O.C(NCCO)(C)C. No catalyst specified. The product is [F:51][C:45]1[C:46]([F:50])=[CH:47][CH:48]=[CH:49][C:44]=1[NH:43][C:41](=[O:42])[CH2:40][C:38]1[NH:37][N:36]=[C:35]([NH:34][C:28]2[C:27]3[C:32](=[CH:33][C:24]([O:23][CH2:22][CH2:21][CH2:20][N:16]([CH:17]([CH3:18])[CH3:19])[CH2:15][CH2:14][OH:13])=[CH:25][CH:26]=3)[N:31]=[CH:30][N:29]=2)[CH:39]=1. The yield is 0.530. (6) The reactants are [CH3:1][O:2][C:3]1[CH:8]=[CH:7][C:6]([CH2:9][CH2:10][CH2:11][CH2:12][C:13]#[C:14][Si](C)(C)C)=[CH:5][CH:4]=1.[OH-].[Na+]. The catalyst is CO. The product is [CH2:9]([C:6]1[CH:5]=[CH:4][C:3]([O:2][CH3:1])=[CH:8][CH:7]=1)[CH2:10][CH2:11][CH2:12][C:13]#[CH:14]. The yield is 0.780. (7) The reactants are C(O[C:6]([N:8]1[CH2:13][CH2:12][C:11](=[CH:14][C:15]2[N:19]=[C:18]([C:20]3[CH:25]=[CH:24][CH:23]=[CH:22][CH:21]=3)[O:17][N:16]=2)[CH2:10][CH2:9]1)=O)(C)(C)C.ClC1[C:28]([C:33]#[N:34])=[N:29][CH:30]=[CH:31][N:32]=1. No catalyst specified. The product is [C:31]([C:30]1[C:6]([N:8]2[CH2:9][CH2:10][C:11](=[CH:14][C:15]3[N:19]=[C:18]([C:20]4[CH:21]=[CH:22][CH:23]=[CH:24][CH:25]=4)[O:17][N:16]=3)[CH2:12][CH2:13]2)=[N:34][CH:33]=[CH:28][N:29]=1)#[N:32]. The yield is 0.900. (8) The reactants are [Cl:1][C:2]1[C:3]([F:34])=[C:4]([CH:31]=[CH:32][CH:33]=1)[NH:5][C:6]1[C:15]2[C:10](=[CH:11][C:12]([O:29][CH3:30])=[C:13]([O:16][C@@H:17]3[CH2:21][CH2:20][N:19](C(OC(C)(C)C)=O)[CH2:18]3)[CH:14]=2)[N:9]=[CH:8][N:7]=1.Cl. The catalyst is C(#N)C. The product is [ClH:1].[Cl:1][C:2]1[C:3]([F:34])=[C:4]([CH:31]=[CH:32][CH:33]=1)[NH:5][C:6]1[C:15]2[C:10](=[CH:11][C:12]([O:29][CH3:30])=[C:13]([O:16][C@@H:17]3[CH2:21][CH2:20][NH:19][CH2:18]3)[CH:14]=2)[N:9]=[CH:8][N:7]=1. The yield is 0.950. (9) The reactants are [NH2:1][CH2:2][C:3]1[CH:4]=[CH:5][C:6]([F:29])=[C:7]([C:9]2[CH:14]=[CH:13][CH:12]=[C:11]([CH2:15][N:16]3[CH2:21][CH2:20][N:19]([C:22]([O:24][C:25]([CH3:28])([CH3:27])[CH3:26])=[O:23])[CH2:18][CH2:17]3)[CH:10]=2)[CH:8]=1.[CH3:30][O:31][C:32]([C:34]1[CH:35]=[C:36]([CH:40]=[CH:41][CH:42]=1)[C:37](O)=[O:38])=[O:33].CN(C(ON1N=NC2C=CC=CC1=2)=[N+](C)C)C.F[P-](F)(F)(F)(F)F.CCN(CC)CC. The catalyst is C(Cl)Cl. The product is [F:29][C:6]1[CH:5]=[CH:4][C:3]([CH2:2][NH:1][C:37]([C:36]2[CH:40]=[CH:41][CH:42]=[C:34]([C:32]([O:31][CH3:30])=[O:33])[CH:35]=2)=[O:38])=[CH:8][C:7]=1[C:9]1[CH:14]=[CH:13][CH:12]=[C:11]([CH2:15][N:16]2[CH2:17][CH2:18][N:19]([C:22]([O:24][C:25]([CH3:26])([CH3:28])[CH3:27])=[O:23])[CH2:20][CH2:21]2)[CH:10]=1. The yield is 0.930.